This data is from Retrosynthesis with 50K atom-mapped reactions and 10 reaction types from USPTO. The task is: Predict the reactants needed to synthesize the given product. (1) Given the product C[C@]1(F)CC(F)(F)[C@@](C)(c2cc(N)ccc2F)NC1=S, predict the reactants needed to synthesize it. The reactants are: CC(C)(C)OC(=O)Nc1ccc(F)c([C@@]2(C)NC(=S)[C@@](C)(F)CC2(F)F)c1. (2) Given the product COc1ccc(Br)c2c1CCN(C(=O)Cc1ccc(C(C)C)cc1)C2, predict the reactants needed to synthesize it. The reactants are: CC(C)c1ccc(CC(=O)O)cc1.COc1ccc(Br)c2c1CCNC2. (3) Given the product COC(=O)[C@@H]1C[C@@H](Oc2nc(-c3ccccn3)nc3ccsc23)CN1C(=O)OC(C)(C)C, predict the reactants needed to synthesize it. The reactants are: COC(=O)[C@@H]1C[C@H](O)CN1C(=O)OC(C)(C)C.Oc1nc(-c2ccccn2)nc2ccsc12. (4) Given the product Clc1cc(C2=CCCC2)ccn1, predict the reactants needed to synthesize it. The reactants are: CC1(C)OB(C2=CCCC2)OC1(C)C.Clc1cc(I)ccn1.